Dataset: Catalyst prediction with 721,799 reactions and 888 catalyst types from USPTO. Task: Predict which catalyst facilitates the given reaction. (1) Reactant: [CH2:1]([O:3][C:4]1[CH:11]=[CH:10][C:7]([CH2:8][Cl:9])=[CH:6][CH:5]=1)[CH3:2].S(Cl)(Cl)=O.[CH2:16](OC1C=CC(CO)=CC=1)[CH2:17]CC. Product: [CH2:1]([O:3][C:4]1[CH:11]=[CH:10][C:7]([CH2:8][Cl:9])=[CH:6][CH:5]=1)[CH2:2][CH2:16][CH3:17]. The catalyst class is: 2. (2) Product: [CH:19]([O:11][C:3]1[CH:4]=[CH:5][CH:6]=[C:7]([N+:8]([O-:10])=[O:9])[C:2]=1[NH2:1])([CH3:21])[CH3:20]. The catalyst class is: 3. Reactant: [NH2:1][C:2]1[C:7]([N+:8]([O-:10])=[O:9])=[CH:6][CH:5]=[CH:4][C:3]=1[OH:11].C([O-])([O-])=O.[K+].[K+].I[CH:19]([CH3:21])[CH3:20].